This data is from Full USPTO retrosynthesis dataset with 1.9M reactions from patents (1976-2016). The task is: Predict the reactants needed to synthesize the given product. (1) Given the product [C:1]([O:8][CH2:9][CH:10]1[CH2:12][CH2:11]1)(=[O:7])/[CH:2]=[CH:3]/[CH2:4][CH2:5][CH3:6], predict the reactants needed to synthesize it. The reactants are: [C:1]([O:8][CH3:9])(=[O:7])/[CH:2]=[CH:3]/[CH2:4][CH2:5][CH3:6].[CH:10]1(CO)[CH2:12][CH2:11]1. (2) Given the product [CH2:1]([O:5][C:6]([C:8]1[N:13]=[C:12]([C:14]2[CH:15]=[CH:16][CH:17]=[CH:18][CH:19]=2)[C:11]2[C:20]([CH3:23])=[N:21][S:22][C:10]=2[C:9]=1[O:24][C:27](=[O:28])[C:26]([CH3:31])([CH3:30])[CH3:25])=[O:7])[CH2:2][CH2:3][CH3:4], predict the reactants needed to synthesize it. The reactants are: [CH2:1]([O:5][C:6]([C:8]1[N:13]=[C:12]([C:14]2[CH:19]=[CH:18][CH:17]=[CH:16][CH:15]=2)[C:11]2[C:20]([CH3:23])=[N:21][S:22][C:10]=2[C:9]=1[OH:24])=[O:7])[CH2:2][CH2:3][CH3:4].[CH3:25][C:26]([CH3:31])([CH3:30])[C:27](Cl)=[O:28].CCN(CC)CC. (3) Given the product [F:17][C:16]1[CH:15]=[CH:14][C:12]([NH2:13])=[CH:11][C:10]=1[C:3]1[CH:4]=[CH:5][O:1][CH:2]=1, predict the reactants needed to synthesize it. The reactants are: [O:1]1[CH:5]=[CH:4][C:3](B(O)O)=[CH:2]1.Br[C:10]1[CH:11]=[C:12]([CH:14]=[CH:15][C:16]=1[F:17])[NH2:13]. (4) Given the product [Cl:1][C:2]1[C:3]([N:9]([CH2:24][C:25]2[CH:26]=[CH:27][C:28]([C:31]([F:32])([F:33])[F:34])=[CH:29][CH:30]=2)[S:10]([C:13]2[CH:14]=[CH:15][C:16]([C:17]([O:19][CH3:20])=[O:18])=[CH:21][CH:22]=2)(=[O:12])=[O:11])=[N:4][CH:5]=[C:6]([Cl:8])[CH:7]=1, predict the reactants needed to synthesize it. The reactants are: [Cl:1][C:2]1[C:3]([NH:9][S:10]([C:13]2[CH:22]=[CH:21][C:16]([C:17]([O:19][CH3:20])=[O:18])=[CH:15][CH:14]=2)(=[O:12])=[O:11])=[N:4][CH:5]=[C:6]([Cl:8])[CH:7]=1.Br[CH2:24][C:25]1[CH:30]=[CH:29][C:28]([C:31]([F:34])([F:33])[F:32])=[CH:27][CH:26]=1. (5) Given the product [C:1]([O:5][C:6](=[O:7])[NH:8][C@@H:9]([C:13]1[CH:18]=[CH:17][C:16]([OH:19])=[CH:15][CH:14]=1)[C:10](=[O:12])[N:23]1[CH2:24][CH2:26][CH2:28][CH2:27]1)([CH3:2])([CH3:3])[CH3:4], predict the reactants needed to synthesize it. The reactants are: [C:1]([O:5][C:6]([NH:8][C@@H:9]([C:13]1[CH:18]=[CH:17][C:16]([OH:19])=[CH:15][CH:14]=1)[C:10]([OH:12])=O)=[O:7])([CH3:4])([CH3:3])[CH3:2].C([N:23]([CH2:27][CH3:28])[CH:24]([CH3:26])C)(C)C.F[B-](F)(F)F.N1(OC(N(C)C)=[N+](C)C)C2C=CC=CC=2N=N1.N1CCCC1.